From a dataset of Forward reaction prediction with 1.9M reactions from USPTO patents (1976-2016). Predict the product of the given reaction. Given the reactants [Br:1][C:2]1[CH:7]=[CH:6][C:5]([C@@H:8]([C:20]2[CH:25]=[CH:24][CH:23]=[CH:22][C:21]=2[CH3:26])[CH2:9][C:10]([C:12]2[CH:13]=[N:14][C:15]([O:18]C)=[N:16][CH:17]=2)=[O:11])=[CH:4][CH:3]=1.Cl.C(=O)([O-])O.[Na+].C(OCC)(=O)C, predict the reaction product. The product is: [Br:1][C:2]1[CH:7]=[CH:6][C:5]([C@@H:8]([C:20]2[CH:25]=[CH:24][CH:23]=[CH:22][C:21]=2[CH3:26])[CH2:9][C:10]([C:12]2[CH:13]=[N:14][C:15](=[O:18])[NH:16][CH:17]=2)=[O:11])=[CH:4][CH:3]=1.